Dataset: Full USPTO retrosynthesis dataset with 1.9M reactions from patents (1976-2016). Task: Predict the reactants needed to synthesize the given product. Given the product [Br:1][C:2]1[CH:3]=[C:4]([C:7]([NH2:13])=[O:12])[NH:5][CH:6]=1, predict the reactants needed to synthesize it. The reactants are: [Br:1][C:2]1[CH:3]=[C:4]([C:7](=[O:12])C(Cl)(Cl)Cl)[NH:5][CH:6]=1.[NH3:13].